From a dataset of Full USPTO retrosynthesis dataset with 1.9M reactions from patents (1976-2016). Predict the reactants needed to synthesize the given product. (1) Given the product [F:1][C:2]1[C:7]([Cl:10])=[C:6]([Cl:11])[C:5]([Cl:12])=[C:4]([F:8])[C:3]=1[Cl:13], predict the reactants needed to synthesize it. The reactants are: [F:1][C:2]1[CH:7]=[CH:6][CH:5]=[C:4]([F:8])[CH:3]=1.[Al+3].[Cl-:10].[Cl-:11].[Cl-:12].[Cl:13]Cl. (2) Given the product [NH2:23][C:21]1[N:20]=[CH:19][N:18]=[C:17]2[N:16]([CH:24]3[CH2:29][CH2:28][N:27]([C:38]([N:35]4[CH2:36][CH2:37][N:32]([CH3:31])[CH2:33][CH2:34]4)=[O:39])[CH2:26][CH2:25]3)[N:15]=[C:14]([C:11]3[CH:10]=[CH:9][C:8]([O:1][C:2]4[CH:7]=[CH:6][CH:5]=[CH:4][CH:3]=4)=[CH:13][CH:12]=3)[C:22]=12, predict the reactants needed to synthesize it. The reactants are: [O:1]([C:8]1[CH:13]=[CH:12][C:11]([C:14]2[C:22]3[C:17](=[N:18][CH:19]=[N:20][C:21]=3[NH2:23])[N:16]([CH:24]3[CH2:29][CH2:28][NH:27][CH2:26][CH2:25]3)[N:15]=2)=[CH:10][CH:9]=1)[C:2]1[CH:7]=[CH:6][CH:5]=[CH:4][CH:3]=1.Cl.[CH3:31][N:32]1[CH2:37][CH2:36][N:35]([C:38](Cl)=[O:39])[CH2:34][CH2:33]1.